This data is from Catalyst prediction with 721,799 reactions and 888 catalyst types from USPTO. The task is: Predict which catalyst facilitates the given reaction. (1) Reactant: [C:1]1([C:7]2([CH2:12][OH:13])[CH2:11][CH2:10][CH2:9][CH2:8]2)[CH:6]=[CH:5][CH:4]=[CH:3][CH:2]=1.C(N(CC)CC)C.[CH3:21][S:22](Cl)(=[O:24])=[O:23]. Product: [C:1]1([C:7]2([CH2:12][O:13][S:22]([CH3:21])(=[O:24])=[O:23])[CH2:11][CH2:10][CH2:9][CH2:8]2)[CH:6]=[CH:5][CH:4]=[CH:3][CH:2]=1. The catalyst class is: 4. (2) Reactant: [F-].C([N+](CCCC)(CCCC)CCCC)CCC.[CH2:19]([O:26][C:27]1[CH:32]=[CH:31][N:30]=[CH:29][C:28]=1[N:33](S(C)(=O)=O)[S:34]([CH3:37])(=[O:36])=[O:35])[C:20]1[CH:25]=[CH:24][CH:23]=[CH:22][CH:21]=1. Product: [CH2:19]([O:26][C:27]1[CH:32]=[CH:31][N:30]=[CH:29][C:28]=1[NH:33][S:34]([CH3:37])(=[O:36])=[O:35])[C:20]1[CH:25]=[CH:24][CH:23]=[CH:22][CH:21]=1. The catalyst class is: 1.